Dataset: Forward reaction prediction with 1.9M reactions from USPTO patents (1976-2016). Task: Predict the product of the given reaction. (1) The product is: [CH2:7]([O:9][C:10]([C:12]1[C:17]([NH:6][CH:1]2[CH2:5][CH2:4][CH2:3][CH2:2]2)=[N:16][C:15]([S:18][CH3:19])=[N:14][CH:13]=1)=[O:11])[CH3:8]. Given the reactants [CH:1]1([NH2:6])[CH2:5][CH2:4][CH2:3][CH2:2]1.[CH2:7]([O:9][C:10]([C:12]1[C:13](Cl)=[N:14][C:15]([S:18][CH3:19])=[N:16][CH:17]=1)=[O:11])[CH3:8], predict the reaction product. (2) Given the reactants [C:1]([O:5][C:6](=[O:12])[NH:7][CH2:8][CH2:9][CH2:10][OH:11])([CH3:4])([CH3:3])[CH3:2].[N+:13]([C:16]1[CH:21]=[CH:20][C:19](O)=[CH:18][CH:17]=1)([O-:15])=[O:14].C1(P(C2C=CC=CC=2)C2C=CC=CC=2)C=CC=CC=1.N(C(OC(C)C)=O)=NC(OC(C)C)=O, predict the reaction product. The product is: [C:1]([O:5][C:6](=[O:12])[NH:7][CH2:8][CH2:9][CH2:10][O:11][C:19]1[CH:20]=[CH:21][C:16]([N+:13]([O-:15])=[O:14])=[CH:17][CH:18]=1)([CH3:4])([CH3:2])[CH3:3]. (3) Given the reactants [C:1]([C:5]1[N:10]=[C:9]([O:11][CH2:12][CH3:13])[C:8]([C:14]2[N:15]([C:33](Cl)=[O:34])[CH:16]([C:26]3[CH:31]=[CH:30][C:29]([Cl:32])=[CH:28][CH:27]=3)[CH:17]([C:19]3[CH:24]=[CH:23][C:22]([Cl:25])=[CH:21][CH:20]=3)[N:18]=2)=[CH:7][N:6]=1)([CH3:4])([CH3:3])[CH3:2].Cl.Cl.[CH3:38][S:39]([CH2:42][CH2:43][N:44]1[CH2:49][CH2:48][NH:47][CH2:46][CH2:45]1)(=[O:41])=[O:40], predict the reaction product. The product is: [ClH:25].[C:1]([C:5]1[N:10]=[C:9]([O:11][CH2:12][CH3:13])[C:8]([C:14]2[N:15]([C:33]([N:47]3[CH2:46][CH2:45][N:44]([CH2:43][CH2:42][S:39]([CH3:38])(=[O:40])=[O:41])[CH2:49][CH2:48]3)=[O:34])[C@H:16]([C:26]3[CH:27]=[CH:28][C:29]([Cl:32])=[CH:30][CH:31]=3)[C@H:17]([C:19]3[CH:24]=[CH:23][C:22]([Cl:25])=[CH:21][CH:20]=3)[N:18]=2)=[CH:7][N:6]=1)([CH3:3])([CH3:2])[CH3:4]. (4) Given the reactants Cl[C:2]1[CH:3]=[C:4]([CH:11]=[C:12]([O:14][CH3:15])[N:13]=1)[C:5]([NH:7][CH:8]1[CH2:10][CH2:9]1)=[O:6].[CH3:16][O:17][CH2:18]/[CH:19]=[CH:20]/B1OC(C)(C)C(C)(C)O1.C1(P(C2C=CC=CC=2)C2C=CC=CC=2)C=CC=CC=1.C(=O)([O-])[O-].[Na+].[Na+], predict the reaction product. The product is: [CH:8]1([NH:7][C:5](=[O:6])[C:4]2[CH:3]=[C:2](/[CH:20]=[CH:19]/[CH2:18][O:17][CH3:16])[N:13]=[C:12]([O:14][CH3:15])[CH:11]=2)[CH2:10][CH2:9]1.